Dataset: Forward reaction prediction with 1.9M reactions from USPTO patents (1976-2016). Task: Predict the product of the given reaction. (1) Given the reactants F[C:2]1[CH:9]=[CH:8][C:5]([CH:6]=[O:7])=[CH:4][CH:3]=1.[CH2:10]([NH:12][CH2:13][CH2:14][OH:15])[CH3:11].C(=O)([O-])[O-].[K+].[K+].CCCCCCCC(C([NH3+])(C(CCCCCCC)=O)C(CCCCCCC)=O)=O.[Cl-].[Cl-].C([N+](C(=O)CCCCCCC)(C(=O)CCCCCCC)C)(=O)CCCCCCC, predict the reaction product. The product is: [CH2:10]([N:12]([C:2]1[CH:9]=[CH:8][C:5]([CH:6]=[O:7])=[CH:4][CH:3]=1)[CH2:13][CH2:14][OH:15])[CH3:11]. (2) Given the reactants [S:1]1(=O)(=O)[CH2:5][CH2:4][C:3]2[CH:6]=[CH:7][CH:8]=[CH:9][C:2]1=2.[H-].[Al+3].[Li+].[H-].[H-].[H-].O, predict the reaction product. The product is: [S:1]1[CH2:5][CH2:4][C:3]2[CH:6]=[CH:7][CH:8]=[CH:9][C:2]1=2. (3) The product is: [C:1]([C:3]1[C:4]([CH:19]([C:20]2[CH:29]=[CH:28][C:27]3[C:22](=[CH:23][CH:24]=[CH:25][CH:26]=3)[CH:21]=2)[CH3:30])=[C:5]([C:14]([O:16][CH2:17][CH3:18])=[O:15])[S:6][C:7]=1[N:8]1[CH2:13][CH2:12][O:11][CH2:10][CH2:9]1)#[N:2]. Given the reactants [C:1]([C:3]1[C:4]([CH2:19][C:20]2[CH:29]=[CH:28][C:27]3[C:22](=[CH:23][CH:24]=[CH:25][CH:26]=3)[CH:21]=2)=[C:5]([C:14]([O:16][CH2:17][CH3:18])=[O:15])[S:6][C:7]=1[N:8]1[CH2:13][CH2:12][O:11][CH2:10][CH2:9]1)#[N:2].[CH3:30]I, predict the reaction product. (4) Given the reactants [Cl:1][C:2]1[C:3]([O:12][C:13]2[CH:18]=[C:17]([O:19][CH2:20][CH2:21][O:22][CH3:23])[CH:16]=[CH:15][C:14]=2[CH2:24][OH:25])=[N:4][CH:5]=[C:6]([C:8]([F:11])([F:10])[F:9])[CH:7]=1.[CH2:26]([N:32]([CH3:37])[S:33]([NH2:36])(=[O:35])=[O:34])[CH2:27][CH2:28][CH2:29][CH2:30][CH3:31].N12CCCN=C1CCCCC2.Cl.CN(C)[CH:52]=[O:53], predict the reaction product. The product is: [CH2:26]([N:32]([CH3:37])[S:33]([NH:36][C:52](=[O:53])[O:25][CH2:24][C:14]1[CH:15]=[CH:16][C:17]([O:19][CH2:20][CH2:21][O:22][CH3:23])=[CH:18][C:13]=1[O:12][C:3]1[C:2]([Cl:1])=[CH:7][C:6]([C:8]([F:9])([F:11])[F:10])=[CH:5][N:4]=1)(=[O:35])=[O:34])[CH2:27][CH2:28][CH2:29][CH2:30][CH3:31].